Dataset: Reaction yield outcomes from USPTO patents with 853,638 reactions. Task: Predict the reaction yield, written as a fraction of the theoretical maximum amount of product (1.0 means a 100% yield; for example, 0.34 means a 34% yield). (1) The reactants are [C:1]([C:3]12[CH2:14][C:7]3([C:15]#[N:16])[CH2:8][C:9]([C:12]#[N:13])([CH2:11][C:5]([C:17]#[N:18])([CH2:6]3)[CH2:4]1)[CH2:10]2)#[N:2].ClB.CSC. The catalyst is C1COCC1. The product is [NH2:2][CH2:1][C:3]12[CH2:14][C:7]3([CH2:15][NH2:16])[CH2:6][C:5]([CH2:17][NH2:18])([CH2:11][C:9]([CH2:12][NH2:13])([CH2:8]3)[CH2:10]1)[CH2:4]2. The yield is 0.980. (2) The reactants are [Cl:1][C:2]1[CH:3]=[C:4]2[C:8](=[CH:9][CH:10]=1)[C@@H:7]([N:11]1[C:19](=[O:20])[C:18]3[C:13](=[CH:14][CH:15]=[CH:16][CH:17]=3)[C:12]1=[O:21])[C@@H:6]([OH:22])[CH2:5]2.O1CCC[CH2:24]1.CI.CC(C)([O-])C.[K+]. No catalyst specified. The product is [Cl:1][C:2]1[CH:3]=[C:4]2[C:8](=[CH:9][CH:10]=1)[C@@H:7]([N:11]1[C:19](=[O:20])[C:18]3[C:13](=[CH:14][CH:15]=[CH:16][CH:17]=3)[C:12]1=[O:21])[C@@H:6]([O:22][CH3:24])[CH2:5]2. The yield is 0.960.